This data is from Peptide-MHC class I binding affinity with 185,985 pairs from IEDB/IMGT. The task is: Regression. Given a peptide amino acid sequence and an MHC pseudo amino acid sequence, predict their binding affinity value. This is MHC class I binding data. (1) The peptide sequence is STLFFTTTLF. The MHC is HLA-A03:01 with pseudo-sequence HLA-A03:01. The binding affinity (normalized) is 0.0179. (2) The peptide sequence is DEVVYTHGA. The MHC is HLA-B57:01 with pseudo-sequence HLA-B57:01. The binding affinity (normalized) is 0.0847. (3) The peptide sequence is FRRRKRMGF. The MHC is HLA-B18:01 with pseudo-sequence HLA-B18:01. The binding affinity (normalized) is 0.0847. (4) The peptide sequence is YENAFLPFT. The MHC is HLA-B40:02 with pseudo-sequence HLA-B40:02. The binding affinity (normalized) is 0.668. (5) The MHC is HLA-B15:09 with pseudo-sequence HLA-B15:09. The binding affinity (normalized) is 0.0847. The peptide sequence is RPRLHSISF. (6) The peptide sequence is LTDKSGSEY. The MHC is HLA-A30:01 with pseudo-sequence HLA-A30:01. The binding affinity (normalized) is 0.0847. (7) The peptide sequence is TQVLKTMSLY. The MHC is HLA-A11:01 with pseudo-sequence HLA-A11:01. The binding affinity (normalized) is 0.271. (8) The peptide sequence is QVKRREGMF. The MHC is HLA-A02:06 with pseudo-sequence HLA-A02:06. The binding affinity (normalized) is 0.0847. (9) The peptide sequence is SQYLSRVSL. The MHC is HLA-B15:03 with pseudo-sequence HLA-B15:03. The binding affinity (normalized) is 1.00.